From a dataset of NCI-60 drug combinations with 297,098 pairs across 59 cell lines. Regression. Given two drug SMILES strings and cell line genomic features, predict the synergy score measuring deviation from expected non-interaction effect. (1) Drug 1: CN(C)C1=NC(=NC(=N1)N(C)C)N(C)C. Drug 2: CC=C1C(=O)NC(C(=O)OC2CC(=O)NC(C(=O)NC(CSSCCC=C2)C(=O)N1)C(C)C)C(C)C. Cell line: SK-MEL-5. Synergy scores: CSS=54.1, Synergy_ZIP=3.37, Synergy_Bliss=3.93, Synergy_Loewe=-58.6, Synergy_HSA=0.866. (2) Drug 1: CC1C(C(CC(O1)OC2CC(CC3=C2C(=C4C(=C3O)C(=O)C5=C(C4=O)C(=CC=C5)OC)O)(C(=O)CO)O)N)O.Cl. Drug 2: CCC1=CC2CC(C3=C(CN(C2)C1)C4=CC=CC=C4N3)(C5=C(C=C6C(=C5)C78CCN9C7C(C=CC9)(C(C(C8N6C)(C(=O)OC)O)OC(=O)C)CC)OC)C(=O)OC.C(C(C(=O)O)O)(C(=O)O)O. Cell line: UACC-257. Synergy scores: CSS=32.8, Synergy_ZIP=0.341, Synergy_Bliss=-0.889, Synergy_Loewe=0.508, Synergy_HSA=0.0522. (3) Drug 1: C1=CN(C(=O)N=C1N)C2C(C(C(O2)CO)O)O.Cl. Drug 2: C1CN(CCN1C(=O)CCBr)C(=O)CCBr. Cell line: NCI/ADR-RES. Synergy scores: CSS=33.0, Synergy_ZIP=-4.20, Synergy_Bliss=2.31, Synergy_Loewe=-16.9, Synergy_HSA=3.61. (4) Drug 1: CN1C(=O)N2C=NC(=C2N=N1)C(=O)N. Drug 2: C1=NNC2=C1C(=O)NC=N2. Cell line: RPMI-8226. Synergy scores: CSS=10.2, Synergy_ZIP=-5.38, Synergy_Bliss=-2.53, Synergy_Loewe=2.88, Synergy_HSA=-2.09.